Dataset: Reaction yield outcomes from USPTO patents with 853,638 reactions. Task: Predict the reaction yield, written as a fraction of the theoretical maximum amount of product (1.0 means a 100% yield; for example, 0.34 means a 34% yield). (1) The reactants are [CH3:1][O:2][C:3]1[CH:12]=[CH:11][CH:10]=[CH:9][C:4]=1[O:5][CH2:6][CH2:7][NH2:8].C(N(C(C)C)CC)(C)C.[CH3:22][O:23][C:24]1[CH:25]=[C:26]([CH:30]=[CH:31][C:32]=1[N+:33]([O-:35])=[O:34])[C:27](Cl)=[O:28]. The catalyst is ClCCl. The product is [CH3:1][O:2][C:3]1[CH:12]=[CH:11][CH:10]=[CH:9][C:4]=1[O:5][CH2:6][CH2:7][NH:8][C:27](=[O:28])[C:26]1[CH:30]=[CH:31][C:32]([N+:33]([O-:35])=[O:34])=[C:24]([O:23][CH3:22])[CH:25]=1. The yield is 0.740. (2) The reactants are C([O:4][C@H:5]1[C@@H:10]([O:11]C(=O)C)[C@H:9]([O:15]C(=O)C)[C@@H:8]([CH2:19][O:20]C(=O)C)[O:7][C@@H:6]1[O:24][C:25]1[CH:30]=[CH:29][C:28]([C:31]2[CH:36]=[CH:35][C:34]([C:37]([O:39]C)=[O:38])=[CH:33][CH:32]=2)=[CH:27][CH:26]=1)(=O)C.C[O-].[Na+].O.[Li+].[OH-]. The catalyst is CO. The product is [C@H:6]1([O:24][C:25]2[CH:26]=[CH:27][C:28]([C:31]3[CH:36]=[CH:35][C:34]([C:37]([OH:39])=[O:38])=[CH:33][CH:32]=3)=[CH:29][CH:30]=2)[O:7][C@H:8]([CH2:19][OH:20])[C@@H:9]([OH:15])[C@H:10]([OH:11])[C@@H:5]1[OH:4]. The yield is 0.370. (3) The reactants are C(OC([N:6]1[CH:11](OCC)[CH2:10][CH:9](Cl)[C:8]([C:16]2[CH:21]=[C:20]([C:22]([O:24]C)=[O:23])[C:19]([NH:26]C(=O)C)=[CH:18][C:17]=2[C:30]([F:33])([F:32])[F:31])=[N:7]1)=O)C.[OH-].[K+].O. The catalyst is CCO. The product is [NH2:26][C:19]1[CH:18]=[C:17]([C:30]([F:31])([F:32])[F:33])[C:16]([C:8]2[N:7]=[N:6][CH:11]=[CH:10][CH:9]=2)=[CH:21][C:20]=1[C:22]([OH:24])=[O:23]. The yield is 0.740. (4) The reactants are [N+:1]([C:4]1[CH:5]=[C:6]([N:10]2[CH:14]=[N:13][N:12]=[N:11]2)[CH:7]=[CH:8][CH:9]=1)([O-])=O. The product is [NH2:1][C:4]1[CH:5]=[C:6]([N:10]2[CH:14]=[N:13][N:12]=[N:11]2)[CH:7]=[CH:8][CH:9]=1. The catalyst is CO. The yield is 0.910. (5) The reactants are [C:1]12([C:7]3[CH:12]=[CH:11][C:10]([N:13]4[CH2:17][C@H:16]([CH2:18][NH:19][C:20](=[O:22])[CH3:21])[O:15][C:14]4=[O:23])=[CH:9][CH:8]=3)[CH2:6][CH:5]1[CH2:4][NH:3][CH2:2]2.CCN(C(C)C)C(C)C.Br[C:34]1[CH:39]=[CH:38][CH:37]=[CH:36][N:35]=1. The catalyst is C(Cl)Cl.O. The product is [O:23]=[C:14]1[N:13]([C:10]2[CH:9]=[CH:8][C:7]([C:1]34[CH2:6][CH:5]3[CH2:4][N:3]([C:34]3[CH:39]=[CH:38][CH:37]=[CH:36][N:35]=3)[CH2:2]4)=[CH:12][CH:11]=2)[CH2:17][C@H:16]([CH2:18][NH:19][C:20](=[O:22])[CH3:21])[O:15]1. The yield is 0.670. (6) The reactants are C(O)(C(F)(F)F)=O.[C:8]([C:10](=[CH2:16])[C:11]([O:13][CH2:14][CH3:15])=[O:12])#[N:9].[CH2:17]([N:24]([CH2:28][Si](C)(C)C)[CH2:25]OC)[C:18]1[CH:23]=[CH:22][CH:21]=[CH:20][CH:19]=1. The catalyst is C(Cl)Cl. The product is [CH2:17]([N:24]1[CH2:25][CH2:16][C:10]([C:8]#[N:9])([C:11]([O:13][CH2:14][CH3:15])=[O:12])[CH2:28]1)[C:18]1[CH:19]=[CH:20][CH:21]=[CH:22][CH:23]=1. The yield is 0.940. (7) The reactants are I[C:2]1[C:10]2[C:5](=[CH:6][C:7]([C@H:11]3[C@@:13]4([C:21]5[C:16](=[CH:17][CH:18]=[CH:19][CH:20]=5)[N:15]([CH3:22])[C:14]4=[O:23])[CH2:12]3)=[CH:8][CH:9]=2)[NH:4][N:3]=1.CC1(C)C(C)(C)OB([C:32]2[CH:37]=[CH:36][C:35]([N:38]3[CH2:43][CH2:42][N:41](C(OC(C)(C)C)=O)[CH2:40][CH2:39]3)=[CH:34][CH:33]=2)O1.[C:52]([OH:58])([C:54]([F:57])([F:56])[F:55])=[O:53]. The catalyst is C(Cl)Cl. The product is [F:55][C:54]([F:57])([F:56])[C:52]([OH:58])=[O:53].[CH3:22][N:15]1[C:16]2[C:21](=[CH:20][CH:19]=[CH:18][CH:17]=2)[C@:13]2([CH2:12][C@H:11]2[C:7]2[CH:6]=[C:5]3[C:10]([C:2]([C:32]4[CH:33]=[CH:34][C:35]([N:38]5[CH2:39][CH2:40][NH:41][CH2:42][CH2:43]5)=[CH:36][CH:37]=4)=[N:3][NH:4]3)=[CH:9][CH:8]=2)[C:14]1=[O:23]. The yield is 0.110. (8) The product is [CH:1]1([CH2:4][O:5][C@H:6]2[CH2:11][CH2:10][C@H:9]([NH2:12])[CH2:8][CH2:7]2)[CH2:2][CH2:3]1. The reactants are [CH:1]1([CH2:4][O:5][C@H:6]2[CH2:11][CH2:10][C@H:9]([N:12]3C(=O)C4C(=CC=CC=4)C3=O)[CH2:8][CH2:7]2)[CH2:3][CH2:2]1.O.NN.CCOCC. The catalyst is CCO. The yield is 0.340.